From a dataset of Full USPTO retrosynthesis dataset with 1.9M reactions from patents (1976-2016). Predict the reactants needed to synthesize the given product. (1) Given the product [Cl:1][C:2]1[CH:3]=[C:4]([CH:9]([NH:12][C:13]([C:15]2[NH:16][CH:17]=[C:18]([C:20]3[C:24]([C:25]4[CH:30]=[CH:29][C:28]([CH2:31][NH:32][S:44]([CH3:43])(=[O:46])=[O:45])=[C:27]([Cl:33])[CH:26]=4)=[CH:23][NH:22][N:21]=3)[CH:19]=2)=[O:14])[CH2:10][OH:11])[CH:5]=[CH:6][C:7]=1[F:8], predict the reactants needed to synthesize it. The reactants are: [Cl:1][C:2]1[CH:3]=[C:4]([CH:9]([NH:12][C:13]([C:15]2[NH:16][CH:17]=[C:18]([C:20]3[C:24]([C:25]4[CH:30]=[CH:29][C:28]([CH2:31][NH2:32])=[C:27]([Cl:33])[CH:26]=4)=[CH:23][NH:22][N:21]=3)[CH:19]=2)=[O:14])[CH2:10][OH:11])[CH:5]=[CH:6][C:7]=1[F:8].CCN(C(C)C)C(C)C.[CH3:43][S:44](O[S:44]([CH3:43])(=[O:46])=[O:45])(=[O:46])=[O:45]. (2) Given the product [NH2:2][CH2:1][C:3]1[CH:4]=[C:5]2[C:11]([C:12]3[CH:13]=[C:14]([NH:18][CH:19]([CH:28]([CH3:30])[CH3:29])[C:20]([NH:22][CH2:23][C:24]([F:27])([F:26])[F:25])=[O:21])[CH:15]=[N:16][CH:17]=3)=[CH:10][N:9]([CH2:31][O:32][CH2:33][CH2:34][Si:35]([CH3:38])([CH3:37])[CH3:36])[C:6]2=[N:7][CH:8]=1, predict the reactants needed to synthesize it. The reactants are: [C:1]([C:3]1[CH:4]=[C:5]2[C:11]([C:12]3[CH:13]=[C:14]([NH:18][CH:19]([CH:28]([CH3:30])[CH3:29])[C:20]([NH:22][CH2:23][C:24]([F:27])([F:26])[F:25])=[O:21])[CH:15]=[N:16][CH:17]=3)=[CH:10][N:9]([CH2:31][O:32][CH2:33][CH2:34][Si:35]([CH3:38])([CH3:37])[CH3:36])[C:6]2=[N:7][CH:8]=1)#[N:2].CC(C)[C@@H](NC1C=NC=C(C2C3C(=NC=C(COCCN4CCCC4)C=3)N(COCC[Si](C)(C)C)C=2)C=1)C(NCC(F)(F)F)=O. (3) Given the product [Cl:1][C:2]1[C:10]2[N:9]=[C:8]([C:11]([F:12])([F:13])[F:14])[N:7]([CH2:25][C:26]([F:29])([F:28])[F:27])[C:6]=2[CH:5]=[CH:4][C:3]=1[O:15][CH3:16], predict the reactants needed to synthesize it. The reactants are: [Cl:1][C:2]1[C:10]2[N:9]=[C:8]([C:11]([F:14])([F:13])[F:12])[NH:7][C:6]=2[CH:5]=[CH:4][C:3]=1[O:15][CH3:16].O([CH2:25][C:26]([F:29])([F:28])[F:27])S(C(F)(F)F)(=O)=O. (4) The reactants are: C(O)(=O)C.[F:5][C:6]1[CH:11]=[CH:10][C:9]([CH:12]2[CH2:16][CH2:15][O:14][C:13]2=[O:17])=[CH:8][CH:7]=1.[NH2:18][NH2:19].N. Given the product [F:5][C:6]1[CH:11]=[CH:10][C:9]([CH:12]([CH2:16][CH2:15][OH:14])[C:13]([NH:18][NH2:19])=[O:17])=[CH:8][CH:7]=1, predict the reactants needed to synthesize it. (5) Given the product [Br:13][CH2:14][CH2:15][O:8][C:5]1[CH:6]=[CH:7][C:2]([F:1])=[CH:3][C:4]=1[C:9]([F:10])([F:11])[F:12], predict the reactants needed to synthesize it. The reactants are: [F:1][C:2]1[CH:7]=[CH:6][C:5]([OH:8])=[C:4]([C:9]([F:12])([F:11])[F:10])[CH:3]=1.[Br:13][CH2:14][CH2:15]O.C1(P(C2C=CC=CC=2)C2C=CC=CC=2)C=CC=CC=1.N(C(OC(C)C)=O)=NC(OC(C)C)=O.